From a dataset of Full USPTO retrosynthesis dataset with 1.9M reactions from patents (1976-2016). Predict the reactants needed to synthesize the given product. (1) Given the product [NH2:5][C:8]1[CH:9]=[CH:10][C:11]2[S:15][CH:14]=[N:13][C:12]=2[CH:16]=1, predict the reactants needed to synthesize it. The reactants are: Cl[Sn]Cl.Cl.[N+:5]([C:8]1[CH:9]=[CH:10][C:11]2[S:15][CH:14]=[N:13][C:12]=2[CH:16]=1)([O-])=O.[OH-].[Na+]. (2) Given the product [C:23]1([C:16]2([C:17]3[CH:18]=[CH:19][CH:20]=[CH:21][CH:22]=3)[CH:10]3[CH2:9][NH:8][CH2:13][CH2:12][N:11]3[C:14](=[O:29])[O:15]2)[CH:28]=[CH:27][CH:26]=[CH:25][CH:24]=1, predict the reactants needed to synthesize it. The reactants are: CC(OC([N:8]1[CH2:13][CH2:12][N:11]2[C:14](=[O:29])[O:15][C:16]([C:23]3[CH:28]=[CH:27][CH:26]=[CH:25][CH:24]=3)([C:17]3[CH:22]=[CH:21][CH:20]=[CH:19][CH:18]=3)[CH:10]2[CH2:9]1)=O)(C)C.FC(F)(F)C(O)=O.C(=O)([O-])O.[Na+].